Dataset: Catalyst prediction with 721,799 reactions and 888 catalyst types from USPTO. Task: Predict which catalyst facilitates the given reaction. (1) Reactant: [CH3:1][O:2][C:3]1[CH:4]=[C:5]2[C:9](=[CH:10][C:11]=1[O:12][CH3:13])[NH:8][C:7]([C:14]([NH:16][NH2:17])=[O:15])=[C:6]2[C:18]1[CH:23]=[CH:22][C:21]([O:24][CH3:25])=[CH:20][CH:19]=1.[C:26](O)(=[O:28])[CH3:27]. Product: [C:26]([NH:17][NH:16][C:14]([C:7]1[NH:8][C:9]2[C:5]([C:6]=1[C:18]1[CH:19]=[CH:20][C:21]([O:24][CH3:25])=[CH:22][CH:23]=1)=[CH:4][C:3]([O:2][CH3:1])=[C:11]([O:12][CH3:13])[CH:10]=2)=[O:15])(=[O:28])[CH3:27]. The catalyst class is: 4. (2) Reactant: [NH2:1][C:2]1[N:11]=[CH:10][C:9]2[C:8](=[N:12][O:13][CH2:14][C:15]([OH:17])=O)[CH2:7][CH:6]([C:18]3[CH:23]=[CH:22][C:21]([F:24])=[CH:20][CH:19]=3)[CH2:5][C:4]=2[N:3]=1.S(Cl)(Cl)=O.[NH:29]1[CH2:34][CH2:33][O:32][CH2:31][CH2:30]1.C(N(CC)CC)C. Product: [N:29]1([C:15](=[O:17])[CH2:14][O:13][N:12]=[C:8]2[CH2:7][CH:6]([C:18]3[CH:23]=[CH:22][C:21]([F:24])=[CH:20][CH:19]=3)[CH2:5][C:4]3[N:3]=[C:2]([NH2:1])[N:11]=[CH:10][C:9]2=3)[CH2:34][CH2:33][O:32][CH2:31][CH2:30]1. The catalyst class is: 2. (3) The catalyst class is: 3. Reactant: Br[CH2:2][C:3]1[CH:4]=[C:5]2[C:10](=[C:11]([Br:13])[CH:12]=1)[N:9]=[CH:8][CH:7]=[CH:6]2.[CH3:14][S:15]([O-:17])=[O:16].[Na+]. Product: [Br:13][C:11]1[CH:12]=[C:3]([CH2:2][S:15]([CH3:14])(=[O:17])=[O:16])[CH:4]=[C:5]2[C:10]=1[N:9]=[CH:8][CH:7]=[CH:6]2. (4) Reactant: [CH2:1]([OH:8])[C:2]1[CH:7]=[CH:6][CH:5]=[CH:4][CH:3]=1.Cl[C:10]([O:12][C:13]1[CH:18]=[CH:17][CH:16]=[CH:15][CH:14]=1)=[O:11].O.OS(O)(=O)=O. Product: [C:10](=[O:11])([O:12][C:13]1[CH:18]=[CH:17][CH:16]=[CH:15][CH:14]=1)[O:8][CH2:1][C:2]1[CH:7]=[CH:6][CH:5]=[CH:4][CH:3]=1. The catalyst class is: 2. (5) The catalyst class is: 11. Reactant: C(N(CC)CC)C.[CH2:8]([CH:11]([CH2:15][CH2:16][CH3:17])[C:12](Cl)=[O:13])[CH2:9][CH3:10].[CH2:18]([O:20][C:21]#[CH:22])[CH3:19]. Product: [CH2:21]([O:20][C:18]1[C:11]([CH2:15][CH2:16][CH3:17])([CH2:8][CH2:9][CH3:10])[C:12](=[O:13])[CH:19]=1)[CH3:22]. (6) Reactant: FC1C=C(/C=[CH:13]/[C:14]([O:16][CH3:17])=[O:15])C=C(C(F)(F)F)C=1.[CH:18]([C:20]1[CH:21]=[C:22]([CH:28]=[CH:29][CH:30]=1)[C:23]([N:25]([CH3:27])[CH3:26])=[O:24])=O.COC(=O)C=P(C1C=CC=CC=1)(C1C=CC=CC=1)C1C=CC=CC=1. Product: [CH3:26][N:25]([CH3:27])[C:23]([C:22]1[CH:21]=[C:20](/[CH:18]=[CH:13]/[C:14]([O:16][CH3:17])=[O:15])[CH:30]=[CH:29][CH:28]=1)=[O:24]. The catalyst class is: 4. (7) Reactant: [CH3:1][O:2][C:3]1[CH:4]=[C:5]2[C:10](=[CH:11][CH:12]=1)[N:9]([C:13]([O:15][CH2:16][C:17]1[CH:22]=[CH:21][CH:20]=[CH:19][CH:18]=1)=[O:14])[CH2:8][C:7](=[O:23])[NH:6]2.[Br-].[Li+].[H-].[Na+].[CH3:28][O:29][CH:30]([O:34][CH3:35])[CH2:31][CH2:32]Br. Product: [CH3:28][O:29][CH:30]([O:34][CH3:35])[CH2:31][CH2:32][N:6]1[C:5]2[C:10](=[CH:11][CH:12]=[C:3]([O:2][CH3:1])[CH:4]=2)[N:9]([C:13]([O:15][CH2:16][C:17]2[CH:18]=[CH:19][CH:20]=[CH:21][CH:22]=2)=[O:14])[CH2:8][C:7]1=[O:23]. The catalyst class is: 42. (8) Reactant: [N:1]1([C@H:7]2[CH2:10][C@H:9]([O:11][C:12]3[CH:17]=[CH:16][C:15]([C:18]4[S:19][C:20]5[CH2:21][N:22]([C:27]6[CH2:30][C:29](=[O:31])[CH:28]=6)[CH2:23][CH2:24][C:25]=5[N:26]=4)=[CH:14][CH:13]=3)[CH2:8]2)[CH2:6][CH2:5][CH2:4][CH2:3][CH2:2]1.[BH4-].[Na+]. Product: [N:1]1([C@H:7]2[CH2:8][C@H:9]([O:11][C:12]3[CH:17]=[CH:16][C:15]([C:18]4[S:19][C:20]5[CH2:21][N:22]([C@@H:27]6[CH2:28][C@H:29]([OH:31])[CH2:30]6)[CH2:23][CH2:24][C:25]=5[N:26]=4)=[CH:14][CH:13]=3)[CH2:10]2)[CH2:2][CH2:3][CH2:4][CH2:5][CH2:6]1. The catalyst class is: 8.